From a dataset of NCI-60 drug combinations with 297,098 pairs across 59 cell lines. Regression. Given two drug SMILES strings and cell line genomic features, predict the synergy score measuring deviation from expected non-interaction effect. (1) Drug 1: C1CN1P(=S)(N2CC2)N3CC3. Drug 2: CC1CCC2CC(C(=CC=CC=CC(CC(C(=O)C(C(C(=CC(C(=O)CC(OC(=O)C3CCCCN3C(=O)C(=O)C1(O2)O)C(C)CC4CCC(C(C4)OC)O)C)C)O)OC)C)C)C)OC. Cell line: RPMI-8226. Synergy scores: CSS=13.6, Synergy_ZIP=1.56, Synergy_Bliss=3.39, Synergy_Loewe=2.88, Synergy_HSA=1.51. (2) Drug 1: C1CN(CCN1C(=O)CCBr)C(=O)CCBr. Drug 2: C1C(C(OC1N2C=NC3=C2NC=NCC3O)CO)O. Cell line: HOP-62. Synergy scores: CSS=34.4, Synergy_ZIP=1.09, Synergy_Bliss=1.56, Synergy_Loewe=-0.174, Synergy_HSA=-2.47. (3) Drug 1: CC1OCC2C(O1)C(C(C(O2)OC3C4COC(=O)C4C(C5=CC6=C(C=C35)OCO6)C7=CC(=C(C(=C7)OC)O)OC)O)O. Drug 2: CCC1(CC2CC(C3=C(CCN(C2)C1)C4=CC=CC=C4N3)(C5=C(C=C6C(=C5)C78CCN9C7C(C=CC9)(C(C(C8N6C=O)(C(=O)OC)O)OC(=O)C)CC)OC)C(=O)OC)O.OS(=O)(=O)O. Cell line: SK-MEL-5. Synergy scores: CSS=48.8, Synergy_ZIP=-4.27, Synergy_Bliss=-1.07, Synergy_Loewe=-9.87, Synergy_HSA=-0.147.